Task: Predict which catalyst facilitates the given reaction.. Dataset: Catalyst prediction with 721,799 reactions and 888 catalyst types from USPTO Reactant: [CH2:1]([O:8][C:9]1[CH:10]=[CH:11][C:12]2[C:13]3[N:21]([CH2:22][CH2:23][CH2:24][CH2:25][N:26]4[CH2:30][CH2:29][CH2:28][S:27]4(=[O:32])=[O:31])[C:20]([CH2:33][O:34][CH2:35][CH3:36])=[N:19][C:14]=3[CH:15]=[N:16][C:17]=2[CH:18]=1)[C:2]1[CH:7]=[CH:6][CH:5]=[CH:4][CH:3]=1.ClC1C=C(C=CC=1)C(OO)=O.[OH-].[NH4+:49].C1(C)C=CC(S(Cl)(=O)=O)=CC=1. Product: [CH2:1]([O:8][C:9]1[CH:10]=[CH:11][C:12]2[C:13]3[N:21]([CH2:22][CH2:23][CH2:24][CH2:25][N:26]4[CH2:30][CH2:29][CH2:28][S:27]4(=[O:31])=[O:32])[C:20]([CH2:33][O:34][CH2:35][CH3:36])=[N:19][C:14]=3[C:15]([NH2:49])=[N:16][C:17]=2[CH:18]=1)[C:2]1[CH:3]=[CH:4][CH:5]=[CH:6][CH:7]=1. The catalyst class is: 452.